Dataset: Full USPTO retrosynthesis dataset with 1.9M reactions from patents (1976-2016). Task: Predict the reactants needed to synthesize the given product. (1) Given the product [Cl:1][CH2:2][CH2:3][S:4][CH2:5][C:6]([NH:9][CH2:10][C@H:11]1[C@H:19]2[N:14]([C:15]3[CH:23]=[CH:22][C:21]([N:24]4[CH2:29][CH2:28][O:27][CH2:26][C:25]4=[O:30])=[CH:20][C:16]=3[O:17][CH2:18]2)[C:13](=[O:31])[O:12]1)=[O:8], predict the reactants needed to synthesize it. The reactants are: [Cl:1][CH2:2][CH2:3][S:4][CH2:5][C:6]([OH:8])=O.[NH2:9][CH2:10][C@H:11]1[C@H:19]2[N:14]([C:15]3[CH:23]=[CH:22][C:21]([N:24]4[CH2:29][CH2:28][O:27][CH2:26][C:25]4=[O:30])=[CH:20][C:16]=3[O:17][CH2:18]2)[C:13](=[O:31])[O:12]1.CN(C(ON1N=NC2C=CC=NC1=2)=[N+](C)C)C.F[P-](F)(F)(F)(F)F. (2) Given the product [NH2:9][C:7]([C@H:2]([NH:1][CH2:11][CH2:10][CH2:16][S:13]([OH:15])(=[O:14])=[O:12])[CH2:3][CH:4]([CH3:6])[CH3:5])=[O:8], predict the reactants needed to synthesize it. The reactants are: [NH2:1][C@@H:2]([C:7]([NH2:9])=[O:8])[CH2:3][CH:4]([CH3:6])[CH3:5].[CH2:10]1[CH2:16][S:13](=[O:15])(=[O:14])[O:12][CH2:11]1.